Dataset: Forward reaction prediction with 1.9M reactions from USPTO patents (1976-2016). Task: Predict the product of the given reaction. (1) Given the reactants [H-].[Na+].[Cl:3][C:4]1[CH:5]=[C:6]2[C:10](=[CH:11][CH:12]=1)[NH:9][C:8]1[CH2:13][N:14]([CH3:17])[CH2:15][CH2:16][C:7]2=1.[CH3:18][C:19]1([C:22]2[CH:27]=[CH:26][N:25]=[CH:24][N:23]=2)[CH2:21][O:20]1, predict the reaction product. The product is: [Cl:3][C:4]1[CH:5]=[C:6]2[C:10](=[CH:11][CH:12]=1)[N:9]([CH2:18][C:19]([C:22]1[CH:27]=[CH:26][N:25]=[CH:24][N:23]=1)([OH:20])[CH3:21])[C:8]1[CH2:13][N:14]([CH3:17])[CH2:15][CH2:16][C:7]2=1. (2) Given the reactants [C:1]([C:5]1[N:9]2[C:10]([CH2:14][N:15]([C:27]([O:29][C:30]([CH3:33])([CH3:32])[CH3:31])=[O:28])[CH2:16][CH2:17][CH2:18][NH:19][S:20]([C:23]([F:26])([F:25])[F:24])(=[O:22])=[O:21])=[CH:11][CH:12]=[CH:13][C:8]2=[N:7][CH:6]=1)(OC)=[O:2].[BH4-].[Li+].Cl, predict the reaction product. The product is: [OH:2][CH2:1][C:5]1[N:9]2[C:10]([CH2:14][N:15]([C:27]([O:29][C:30]([CH3:33])([CH3:32])[CH3:31])=[O:28])[CH2:16][CH2:17][CH2:18][NH:19][S:20]([C:23]([F:25])([F:24])[F:26])(=[O:21])=[O:22])=[CH:11][CH:12]=[CH:13][C:8]2=[N:7][CH:6]=1. (3) Given the reactants [O:1]=[C:2]1[CH2:6][CH2:5][CH2:4][N:3]1[C:7]1[CH:12]=[CH:11][C:10]([CH2:13][C:14]([OH:16])=O)=[CH:9][CH:8]=1.ON1C2C=CC=CC=2N=N1.CN(C)CCCN=C=NCC.[CH:38]([C:41]1[S:45][C:44]([NH2:46])=[N:43][CH:42]=1)([CH3:40])[CH3:39], predict the reaction product. The product is: [CH:38]([C:41]1[S:45][C:44]([NH:46][C:14](=[O:16])[CH2:13][C:10]2[CH:9]=[CH:8][C:7]([N:3]3[CH2:4][CH2:5][CH2:6][C:2]3=[O:1])=[CH:12][CH:11]=2)=[N:43][CH:42]=1)([CH3:40])[CH3:39]. (4) Given the reactants [F:1][CH2:2][O:3][C:4]1[CH:9]=[CH:8][C:7](C(=O)C)=[CH:6][CH:5]=1.C1C=C(Cl)C=C(C(OO)=[O:21])C=1.[Li+].[OH-].Cl, predict the reaction product. The product is: [F:1][CH2:2][O:3][C:4]1[CH:9]=[CH:8][C:7]([OH:21])=[CH:6][CH:5]=1. (5) Given the reactants [NH2:1][CH2:2][CH2:3][N:4]([C:10]1[O:11][C:12]2[CH:18]=[CH:17][C:16]([Cl:19])=[CH:15][C:13]=2[N:14]=1)[CH2:5][CH2:6][C:7](=O)[CH3:8].[BH4-].[Na+], predict the reaction product. The product is: [Cl:19][C:16]1[CH:17]=[CH:18][C:12]2[O:11][C:10]([N:4]3[CH2:5][CH2:6][CH:7]([CH3:8])[NH:1][CH2:2][CH2:3]3)=[N:14][C:13]=2[CH:15]=1. (6) Given the reactants C[O:2][C:3](=[O:31])[CH2:4][O:5][C:6]1[CH:15]=[CH:14][C:13]([Cl:16])=[C:12]2[C:7]=1[C:8]([CH3:30])=[C:9]([CH2:19][C:20]1[CH:25]=[CH:24][C:23]([S:26]([CH3:29])(=[O:28])=[O:27])=[CH:22][CH:21]=1)[C:10]([C:17]#[N:18])=[N:11]2.CO.O1CCCC1.[OH-].[Li+], predict the reaction product. The product is: [Cl:16][C:13]1[CH:14]=[CH:15][C:6]([O:5][CH2:4][C:3]([OH:31])=[O:2])=[C:7]2[C:12]=1[N:11]=[C:10]([C:17]#[N:18])[C:9]([CH2:19][C:20]1[CH:21]=[CH:22][C:23]([S:26]([CH3:29])(=[O:27])=[O:28])=[CH:24][CH:25]=1)=[C:8]2[CH3:30]. (7) Given the reactants [C:1]1([N:7]2[CH2:12][CH2:11][NH:10][CH2:9][CH2:8]2)[CH:6]=[CH:5][CH:4]=[CH:3][CH:2]=1.[C:13]1([C:21]2[CH:26]=[CH:25][CH:24]=[CH:23][CH:22]=2)[C:14]([CH:19]=O)=[CH:15][CH:16]=[CH:17][CH:18]=1.[BH-](OC(C)=O)(OC(C)=O)OC(C)=O.[Na+], predict the reaction product. The product is: [C:13]1([C:21]2[CH:22]=[CH:23][CH:24]=[CH:25][CH:26]=2)[CH:18]=[CH:17][CH:16]=[CH:15][C:14]=1[CH2:19][N:10]1[CH2:11][CH2:12][N:7]([C:1]2[CH:6]=[CH:5][CH:4]=[CH:3][CH:2]=2)[CH2:8][CH2:9]1.